This data is from NCI-60 drug combinations with 297,098 pairs across 59 cell lines. The task is: Regression. Given two drug SMILES strings and cell line genomic features, predict the synergy score measuring deviation from expected non-interaction effect. (1) Drug 1: C#CCC(CC1=CN=C2C(=N1)C(=NC(=N2)N)N)C3=CC=C(C=C3)C(=O)NC(CCC(=O)O)C(=O)O. Drug 2: C1CC(=O)NC(=O)C1N2C(=O)C3=CC=CC=C3C2=O. Cell line: SK-MEL-28. Synergy scores: CSS=2.29, Synergy_ZIP=-1.29, Synergy_Bliss=-4.32, Synergy_Loewe=-3.86, Synergy_HSA=-3.97. (2) Drug 1: COC1=C(C=C2C(=C1)N=CN=C2NC3=CC(=C(C=C3)F)Cl)OCCCN4CCOCC4. Drug 2: CC1=C(C(CCC1)(C)C)C=CC(=CC=CC(=CC(=O)O)C)C. Cell line: UO-31. Synergy scores: CSS=27.9, Synergy_ZIP=-4.93, Synergy_Bliss=-2.75, Synergy_Loewe=-3.38, Synergy_HSA=-0.194.